This data is from Catalyst prediction with 721,799 reactions and 888 catalyst types from USPTO. The task is: Predict which catalyst facilitates the given reaction. (1) Reactant: [OH:1][C:2]1([C:14]2[N:22](C3CCCCO3)[C:21]3[C:20](=[O:29])[N:19]([CH2:30][CH2:31][CH3:32])[C:18](=[O:33])[N:17]([CH2:34][CH2:35][CH3:36])[C:16]=3[N:15]=2)[CH2:8][CH:7]2[O:9][CH:4]([CH:5]([CH2:12][OH:13])[CH:6]2[CH2:10][OH:11])[CH2:3]1.Cl. Product: [OH:1][C:2]1([C:14]2[NH:22][C:21]3[C:20](=[O:29])[N:19]([CH2:30][CH2:31][CH3:32])[C:18](=[O:33])[N:17]([CH2:34][CH2:35][CH3:36])[C:16]=3[N:15]=2)[CH2:3][CH:4]2[O:9][CH:7]([CH:6]([CH2:10][OH:11])[CH:5]2[CH2:12][OH:13])[CH2:8]1. The catalyst class is: 36. (2) Reactant: C[O:2][C:3]([C:5]1[S:6][C:7]([C:12](=[O:22])[NH:13][CH2:14][C:15]2[CH:20]=[CH:19][CH:18]=[C:17]([OH:21])[CH:16]=2)=[CH:8][C:9]=1[CH2:10][CH3:11])=[O:4].O.[OH-].[Li+].C1COCC1.Cl. Product: [CH2:10]([C:9]1[CH:8]=[C:7]([C:12](=[O:22])[NH:13][CH2:14][C:15]2[CH:20]=[CH:19][CH:18]=[C:17]([OH:21])[CH:16]=2)[S:6][C:5]=1[C:3]([OH:4])=[O:2])[CH3:11]. The catalyst class is: 6. (3) Reactant: [F:1][C:2]1[C:7]([F:8])=[C:6]([F:9])[CH:5]=[CH:4][C:3]=1[C:10]1[C:11]2[N:12]([N:16]=[C:17]([NH2:19])[N:18]=2)[CH:13]=[CH:14][CH:15]=1.ClC(Cl)(Cl)C(Cl)(Cl)Cl.C(N(CC)CC)C.CP(C)C.[CH3:39][C@H:40]1[C:45](=O)[C@@H:44]([CH3:47])[CH2:43][N:42]([C:48]([O:50][C:51]([CH3:54])([CH3:53])[CH3:52])=[O:49])[CH2:41]1.[B][B][B][B][B][B][B][B][B][B]. Product: [C:51]([O:50][C:48]([N:42]1[CH2:43][CH:44]([CH3:47])[CH:45]([NH:19][C:17]2[N:18]=[C:11]3[C:10]([C:3]4[CH:4]=[CH:5][C:6]([F:9])=[C:7]([F:8])[C:2]=4[F:1])=[CH:15][CH:14]=[CH:13][N:12]3[N:16]=2)[CH:40]([CH3:39])[CH2:41]1)=[O:49])([CH3:54])([CH3:52])[CH3:53]. The catalyst class is: 87. (4) Reactant: [CH:1]1[C:6](/[CH:7]=[CH:8]/[C:9]2[CH:14]=[C:13]([O:15][C@@H:16]3[O:21][C@H:20]([CH2:22][OH:23])[C@@H:19]([OH:24])[C@H:18]([OH:25])[C@H:17]3[OH:26])[CH:12]=[C:11]([OH:27])[CH:10]=2)=[CH:5][CH:4]=[C:3]([OH:28])[CH:2]=1. Product: [OH:27][C:11]1[CH:12]=[C:13]([O:15][C@H:16]2[C@H:17]([OH:26])[C@@H:18]([OH:25])[C@H:19]([OH:24])[C@@H:20]([CH2:22][OH:23])[O:21]2)[CH:14]=[C:9]2[C:10]=1[CH:5]=[C:6](/[CH:1]=[CH:2]/[C:3](=[O:28])[CH3:4])[CH:7]=[CH:8]2. The catalyst class is: 5. (5) Reactant: [C:1]([O:5][C:6](=[O:30])[NH:7][CH:8]1[CH2:14][O:13][C:12]2[N:15]=[CH:16][C:17]([NH2:19])=[CH:18][C:11]=2[N:10]([S:20]([C:23]2[CH:24]=[C:25]([CH3:29])[CH:26]=[CH:27][CH:28]=2)(=[O:22])=[O:21])[CH2:9]1)([CH3:4])([CH3:3])[CH3:2].[Cl:31][C:32]1[CH:40]=[CH:39][CH:38]=[C:37]([Cl:41])[C:33]=1[C:34](Cl)=[O:35].[OH-].[Na+].O. Product: [C:1]([O:5][C:6](=[O:30])[NH:7][CH:8]1[CH2:14][O:13][C:12]2[N:15]=[CH:16][C:17]([NH:19][C:34](=[O:35])[C:33]3[C:32]([Cl:31])=[CH:40][CH:39]=[CH:38][C:37]=3[Cl:41])=[CH:18][C:11]=2[N:10]([S:20]([C:23]2[CH:24]=[C:25]([CH3:29])[CH:26]=[CH:27][CH:28]=2)(=[O:21])=[O:22])[CH2:9]1)([CH3:4])([CH3:3])[CH3:2]. The catalyst class is: 12.